The task is: Predict the reactants needed to synthesize the given product.. This data is from Full USPTO retrosynthesis dataset with 1.9M reactions from patents (1976-2016). (1) Given the product [Br:15][C:16]1[C:17]([N:1]2[CH2:6][CH2:5][CH2:4][C@@H:3]([NH:7][C:8](=[O:14])[O:9][C:10]([CH3:11])([CH3:13])[CH3:12])[CH2:2]2)=[C:18]2[C:24]([NH:25][C:26](=[O:34])[C:27]3[CH:32]=[C:31]([CH3:33])[CH:30]=[N:29][CH:28]=3)=[CH:23][NH:22][C:19]2=[N:20][CH:21]=1, predict the reactants needed to synthesize it. The reactants are: [NH:1]1[CH2:6][CH2:5][CH2:4][C@@H:3]([NH:7][C:8](=[O:14])[O:9][C:10]([CH3:13])([CH3:12])[CH3:11])[CH2:2]1.[Br:15][C:16]1[C:17](F)=[C:18]2[C:24]([NH:25][C:26](=[O:34])[C:27]3[CH:32]=[C:31]([CH3:33])[CH:30]=[N:29][CH:28]=3)=[CH:23][NH:22][C:19]2=[N:20][CH:21]=1. (2) Given the product [CH3:12][C:13]1[CH:17]=[C:16]([B:26]2[O:30][C:29]([CH3:32])([CH3:31])[C:28]([CH3:34])([CH3:33])[O:27]2)[N:15]([CH:18]2[CH2:23][CH2:22][CH2:21][CH2:20][O:19]2)[N:14]=1, predict the reactants needed to synthesize it. The reactants are: [Li]CCCC.CCCCCC.[CH3:12][C:13]1[CH:17]=[CH:16][N:15]([CH:18]2[CH2:23][CH2:22][CH2:21][CH2:20][O:19]2)[N:14]=1.CO[B:26]1[O:30][C:29]([CH3:32])([CH3:31])[C:28]([CH3:34])([CH3:33])[O:27]1. (3) Given the product [Cl:24][C:9]1[CH:8]=[C:7]([CH2:6][C:25]#[N:26])[C:15]2[C:11](=[CH:12][N:13]([CH2:16][O:17][CH2:18][CH2:19][Si:20]([CH3:23])([CH3:22])[CH3:21])[N:14]=2)[CH:10]=1, predict the reactants needed to synthesize it. The reactants are: CS(O[CH2:6][C:7]1[C:15]2[C:11](=[CH:12][N:13]([CH2:16][O:17][CH2:18][CH2:19][Si:20]([CH3:23])([CH3:22])[CH3:21])[N:14]=2)[CH:10]=[C:9]([Cl:24])[CH:8]=1)(=O)=O.[C-:25]#[N:26].[Na+].